From a dataset of Forward reaction prediction with 1.9M reactions from USPTO patents (1976-2016). Predict the product of the given reaction. (1) Given the reactants [CH2:1]([CH:3]1[O:8][C:7]2[CH:9]=[C:10]([C:13]3[CH:14]=[CH:15][C:16]([O:19][CH2:20][C:21]([CH3:27])([CH3:26])[C:22]([O:24][CH3:25])=[O:23])=[N:17][CH:18]=3)[CH:11]=[CH:12][C:6]=2[NH:5][CH2:4]1)[CH3:2].N1C=CC=CC=1.[Cl:34][C:35](Cl)([O:37]C(=O)OC(Cl)(Cl)Cl)Cl, predict the reaction product. The product is: [Cl:34][C:35]([N:5]1[CH2:4][CH:3]([CH2:1][CH3:2])[O:8][C:7]2[CH:9]=[C:10]([C:13]3[CH:14]=[CH:15][C:16]([O:19][CH2:20][C:21]([CH3:26])([CH3:27])[C:22]([O:24][CH3:25])=[O:23])=[N:17][CH:18]=3)[CH:11]=[CH:12][C:6]1=2)=[O:37]. (2) Given the reactants [CH3:1][O:2][C:3]1[N:8]=[CH:7][C:6]([NH:9][C:10]2[C:15]([C:16]3[N:24]=[C:23]([CH3:25])[N:22]=[C:21]4[C:17]=3[N:18]=[CH:19][N:20]4C3CCCCO3)=[CH:14][C:13]([CH:32]=[CH2:33])=[CH:12][N:11]=2)=[CH:5][CH:4]=1.FC(F)(F)C(O)=O, predict the reaction product. The product is: [CH3:1][O:2][C:3]1[N:8]=[CH:7][C:6]([NH:9][C:10]2[C:15]([C:16]3[N:24]=[C:23]([CH3:25])[N:22]=[C:21]4[C:17]=3[N:18]=[CH:19][NH:20]4)=[CH:14][C:13]([CH:32]=[CH2:33])=[CH:12][N:11]=2)=[CH:5][CH:4]=1.